Dataset: Full USPTO retrosynthesis dataset with 1.9M reactions from patents (1976-2016). Task: Predict the reactants needed to synthesize the given product. Given the product [C:38]([C:6]1[N:7]=[C:2]([NH:37][CH2:36][C:30]2[CH:35]=[CH:34][CH:33]=[CH:32][CH:31]=2)[C:3](=[O:20])[N:4]([C:9]2[CH:10]=[C:11]([CH:16]=[CH:17][C:18]=2[CH3:19])[C:12]([NH:24][CH:25]2[CH2:26][CH2:27]2)=[O:14])[CH:5]=1)#[N:41], predict the reactants needed to synthesize it. The reactants are: Br[C:2]1[C:3](=[O:20])[N:4]([C:9]2[CH:10]=[C:11]([CH:16]=[CH:17][C:18]=2[CH3:19])[C:12]([O:14]C)=O)[CH:5]=[C:6](Br)[N:7]=1.C([N:24](CC)[CH:25]([CH3:27])[CH3:26])(C)C.[C:30]1([CH2:36][NH2:37])[CH:35]=[CH:34][CH:33]=[CH:32][CH:31]=1.[CH:38]1([NH2:41])CC1.C1([Mg]Br)CCCC1.[Cl-].[NH4+].